This data is from Reaction yield outcomes from USPTO patents with 853,638 reactions. The task is: Predict the reaction yield, written as a fraction of the theoretical maximum amount of product (1.0 means a 100% yield; for example, 0.34 means a 34% yield). The reactants are [NH2:1][C@H:2]([C:7]([OH:9])=[O:8])[CH2:3][CH:4]([CH3:6])[CH3:5].Cl[C:11]([O:13][CH2:14][CH2:15][O:16][CH3:17])=[O:12].O. The catalyst is [OH-].[Na+]. The product is [CH3:17][O:16][CH2:15][CH2:14][O:13][C:11]([NH:1][C@H:2]([C:7]([OH:9])=[O:8])[CH2:3][CH:4]([CH3:6])[CH3:5])=[O:12]. The yield is 0.920.